From a dataset of Full USPTO retrosynthesis dataset with 1.9M reactions from patents (1976-2016). Predict the reactants needed to synthesize the given product. (1) Given the product [Cl:1][CH:2]([CH3:6])[C:3]([NH:13][C:7]1[CH:12]=[CH:11][CH:10]=[CH:9][CH:8]=1)=[O:4], predict the reactants needed to synthesize it. The reactants are: [Cl:1][CH:2]([CH3:6])[C:3](Cl)=[O:4].[C:7]1([NH2:13])[CH:12]=[CH:11][CH:10]=[CH:9][CH:8]=1.CN(C=O)C.Cl. (2) The reactants are: I[C:2]1[CH:3]=[CH:4][C:5]([NH2:9])=[N:6][C:7]=1[CH3:8].C(=O)([O-])[O-].[K+].[K+].[CH3:16][S-:17].[Na+].C(O)CO. Given the product [CH3:8][C:7]1[N:6]=[C:5]([NH2:9])[CH:4]=[CH:3][C:2]=1[S:17][CH3:16], predict the reactants needed to synthesize it.